This data is from Full USPTO retrosynthesis dataset with 1.9M reactions from patents (1976-2016). The task is: Predict the reactants needed to synthesize the given product. Given the product [CH2:1]([C:8]1[S:12][C:11]([C:13]2[CH:18]=[C:17]([F:19])[CH:16]=[CH:15][C:14]=2[F:20])=[N:10][C:9]=1[C@H:21]([N:26]([CH2:32][C@H:33]1[C@@H:37]([F:38])[CH2:36][NH:35][CH2:34]1)[C:27](=[O:31])[C@@H:28]([OH:30])[CH3:29])[C:22]([CH3:25])([CH3:23])[CH3:24])[C:2]1[CH:7]=[CH:6][CH:5]=[CH:4][CH:3]=1, predict the reactants needed to synthesize it. The reactants are: [CH2:1]([C:8]1[S:12][C:11]([C:13]2[CH:18]=[C:17]([F:19])[CH:16]=[CH:15][C:14]=2[F:20])=[N:10][C:9]=1[C@H:21]([N:26]([CH2:32][C@H:33]1[C@@H:37]([F:38])[CH2:36][N:35](C(OCC2C=CC=CC=2)=O)[CH2:34]1)[C:27](=[O:31])[C@@H:28]([OH:30])[CH3:29])[C:22]([CH3:25])([CH3:24])[CH3:23])[C:2]1[CH:7]=[CH:6][CH:5]=[CH:4][CH:3]=1.O.